This data is from Forward reaction prediction with 1.9M reactions from USPTO patents (1976-2016). The task is: Predict the product of the given reaction. (1) Given the reactants [CH3:1][NH:2][CH2:3][CH2:4][CH2:5][NH:6][C:7]1[CH:16]=[CH:15][C:14]2[C:9](=[CH:10][CH:11]=[CH:12][CH:13]=2)[N:8]=1.[S:17]1[CH:21]=[CH:20][C:19]([CH:22]=O)=[CH:18]1, predict the reaction product. The product is: [CH3:1][N:2]([CH2:22][C:19]1[CH:20]=[CH:21][S:17][CH:18]=1)[CH2:3][CH2:4][CH2:5][NH:6][C:7]1[CH:16]=[CH:15][C:14]2[C:9](=[CH:10][CH:11]=[CH:12][CH:13]=2)[N:8]=1. (2) Given the reactants [CH:1]([I:4])(I)I.NC1[N:10]([C:11]2[CH:26]=[CH:25][C:14]([C:15]([NH:17][CH2:18][C:19]3[CH:24]=[CH:23][CH:22]=[CH:21][N:20]=3)=[O:16])=[C:13]([CH3:27])[CH:12]=2)[N:9]=[C:8]([C:28]([F:31])([F:30])[F:29])[C:7]=1[C:32]1[CH:37]=[C:36]([Cl:38])[CH:35]=[C:34]([Cl:39])[CH:33]=1.N(OC(C)(C)C)=O, predict the reaction product. The product is: [Cl:39][C:34]1[CH:33]=[C:32]([C:7]2[C:8]([C:28]([F:31])([F:30])[F:29])=[N:9][N:10]([C:11]3[CH:26]=[CH:25][C:14]([C:15]([NH:17][CH2:18][C:19]4[CH:24]=[CH:23][CH:22]=[CH:21][N:20]=4)=[O:16])=[C:13]([CH3:27])[CH:12]=3)[C:1]=2[I:4])[CH:37]=[C:36]([Cl:38])[CH:35]=1. (3) Given the reactants [Cl:1][C:2]1[CH:3]=[C:4]2[C:9](=[CH:10][C:11]=1[C:12]1[C:20]([CH3:21])=[CH:19][CH:18]=[C:17]3[C:13]=1[CH:14]=[N:15][NH:16]3)[N:8]=[N:7][CH:6]=[C:5]2[N:22]1[CH2:27][CH2:26][N:25]([C:28]([O-])=[O:29])[CH2:24][CH2:23]1.[CH3:31][CH2:32]N(CC)CC.C(Cl)(=O)C=C, predict the reaction product. The product is: [Cl:1][C:2]1[CH:3]=[C:4]2[C:9](=[CH:10][C:11]=1[C:12]1[C:20]([CH3:21])=[CH:19][CH:18]=[C:17]3[C:13]=1[CH:14]=[N:15][NH:16]3)[N:8]=[N:7][CH:6]=[C:5]2[N:22]1[CH2:27][CH2:26][N:25]([C:28](=[O:29])[CH:31]=[CH2:32])[CH2:24][CH2:23]1. (4) Given the reactants [C:1]([O:5][C:6]([N:8]1[C@@H:12]([CH2:13][CH2:14][C:15]([OH:17])=O)[CH2:11][O:10][C:9]1([CH3:19])[CH3:18])=[O:7])([CH3:4])([CH3:3])[CH3:2].C([N:22]([CH2:25]C)CC)C.[C:27](Cl)(=[O:32])[C:28](C)(C)[CH3:29].[Li+].[Cl-].Cl.C1C[O:40]CC1, predict the reaction product. The product is: [CH3:18][C:9]1([CH3:19])[N:8]([C:6]([O:5][C:1]([CH3:2])([CH3:3])[CH3:4])=[O:7])[C@@H:12]([CH2:13][CH2:14][C:15]([N:22]2[C@H:28]([CH3:29])[CH2:27][O:32][C:25]2=[O:40])=[O:17])[CH2:11][O:10]1. (5) Given the reactants [OH:1][C:2]1[CH:3]=[C:4]2[C:9](=[CH:10][CH:11]=1)[CH2:8][N:7]([CH2:12][C:13]1([NH:21][C:22](=[O:28])[O:23][C:24]([CH3:27])([CH3:26])[CH3:25])[CH2:18][O:17][C:16]([CH3:20])([CH3:19])[O:15][CH2:14]1)[CH2:6][CH2:5]2.Cl[CH2:30][C:31]1[CH:36]=[CH:35][C:34]([C:37]2[CH:42]=[CH:41][CH:40]=[CH:39][C:38]=2[C:43]([F:46])([F:45])[F:44])=[CH:33][CH:32]=1.C([O-])([O-])=O.[Cs+].[Cs+], predict the reaction product. The product is: [CH3:19][C:16]1([CH3:20])[O:17][CH2:18][C:13]([NH:21][C:22](=[O:28])[O:23][C:24]([CH3:27])([CH3:26])[CH3:25])([CH2:12][N:7]2[CH2:6][CH2:5][C:4]3[C:9](=[CH:10][CH:11]=[C:2]([O:1][CH2:30][C:31]4[CH:32]=[CH:33][C:34]([C:37]5[CH:42]=[CH:41][CH:40]=[CH:39][C:38]=5[C:43]([F:44])([F:45])[F:46])=[CH:35][CH:36]=4)[CH:3]=3)[CH2:8]2)[CH2:14][O:15]1. (6) Given the reactants [C:1]1([N:7]2[C:11](=[O:12])[CH:10]([C:13](=O)[CH2:14][C:15](=O)[CH3:16])[C:9]([CH3:19])=[N:8]2)[CH:6]=[CH:5][CH:4]=[CH:3][CH:2]=1.Cl.[CH2:21]([NH:28][NH2:29])[C:22]1[CH:27]=[CH:26][CH:25]=[CH:24][CH:23]=1, predict the reaction product. The product is: [CH2:21]([N:28]1[C:13]([C:10]2[C:9]([CH3:19])=[N:8][N:7]([C:1]3[CH:6]=[CH:5][CH:4]=[CH:3][CH:2]=3)[C:11]=2[OH:12])=[CH:14][C:15]([CH3:16])=[N:29]1)[C:22]1[CH:27]=[CH:26][CH:25]=[CH:24][CH:23]=1.